Dataset: Forward reaction prediction with 1.9M reactions from USPTO patents (1976-2016). Task: Predict the product of the given reaction. (1) Given the reactants [CH2:1]1[C:6]2[C:7]3[C:18](=[O:19])[N:11]4[CH2:12][CH2:13][CH2:14][CH2:15][CH2:16][CH2:17][C:10]4=[N:9][C:8]=3[S:20][C:5]=2[C:4](=[O:21])[CH2:3][CH2:2]1.[BH4-].[Na+], predict the reaction product. The product is: [OH:21][CH:4]1[C:5]2[S:20][C:8]3[N:9]=[C:10]4[CH2:17][CH2:16][CH2:15][CH2:14][CH2:13][CH2:12][N:11]4[C:18](=[O:19])[C:7]=3[C:6]=2[CH2:1][CH2:2][CH2:3]1. (2) Given the reactants [CH2:1]([O:3][C:4](=[O:18])[CH2:5][N:6]([CH2:8][CH2:9][C@H:10]([OH:17])[C:11]1[CH:16]=[CH:15][CH:14]=[CH:13][CH:12]=1)[CH3:7])[CH3:2].[C:19]([C:23]1[CH:28]=[CH:27][C:26](O)=[CH:25][CH:24]=1)([CH3:22])([CH3:21])[CH3:20], predict the reaction product. The product is: [CH2:1]([O:3][C:4](=[O:18])[CH2:5][N:6]([CH2:8][CH2:9][C@H:10]([C:11]1[CH:16]=[CH:15][CH:14]=[CH:13][CH:12]=1)[O:17][C:26]1[CH:27]=[CH:28][C:23]([C:19]([CH3:22])([CH3:21])[CH3:20])=[CH:24][CH:25]=1)[CH3:7])[CH3:2]. (3) Given the reactants [CH2:1]([O:3][C:4]([CH:6]1[C:11](=O)[CH2:10][CH2:9][N:8]([C:13]2[CH:18]=[CH:17][C:16]([O:19][CH3:20])=[C:15]([O:21][CH3:22])[CH:14]=2)[CH2:7]1)=[O:5])[CH3:2].C([O-])(=O)C.[NH4+].C([BH3-])#[N:29].[Na+], predict the reaction product. The product is: [CH2:1]([O:3][C:4]([CH:6]1[CH:11]([NH2:29])[CH2:10][CH2:9][N:8]([C:13]2[CH:18]=[CH:17][C:16]([O:19][CH3:20])=[C:15]([O:21][CH3:22])[CH:14]=2)[CH2:7]1)=[O:5])[CH3:2]. (4) Given the reactants [CH3:1][C:2]1[C:6]([CH3:7])=[C:5]([NH:8][C:9](=[O:16])OCC(Cl)(Cl)Cl)[O:4][N:3]=1.Cl.Cl.[F:19][C:20]1[CH:25]=[CH:24][C:23]([F:26])=[CH:22][C:21]=1[C:27]1[CH:32]=[CH:31][N:30]=[C:29]([N:33]2[CH2:38][CH2:37][NH:36][CH2:35][CH2:34]2)[N:28]=1, predict the reaction product. The product is: [CH3:1][C:2]1[C:6]([CH3:7])=[C:5]([NH:8][C:9]([N:36]2[CH2:37][CH2:38][N:33]([C:29]3[N:28]=[C:27]([C:21]4[CH:22]=[C:23]([F:26])[CH:24]=[CH:25][C:20]=4[F:19])[CH:32]=[CH:31][N:30]=3)[CH2:34][CH2:35]2)=[O:16])[O:4][N:3]=1.